Dataset: Reaction yield outcomes from USPTO patents with 853,638 reactions. Task: Predict the reaction yield, written as a fraction of the theoretical maximum amount of product (1.0 means a 100% yield; for example, 0.34 means a 34% yield). The reactants are [Cl:1][C:2]1[CH:12]=[CH:11][C:5]([O:6][CH2:7][C:8](Cl)=[CH2:9])=[CH:4][CH:3]=1.BrN1[C:18](=O)[CH2:17][CH2:16][C:15]1=O.[BrH:21].[C:22](#N)[CH3:23].[OH2:25]. The catalyst is CCOCC. The product is [Br:21][CH2:22][C:23](=[O:25])[CH2:9][C:8]1[CH:15]=[CH:16][CH:17]=[CH:18][C:7]=1[O:6][C:5]1[CH:11]=[CH:12][C:2]([Cl:1])=[CH:3][CH:4]=1. The yield is 0.540.